This data is from Catalyst prediction with 721,799 reactions and 888 catalyst types from USPTO. The task is: Predict which catalyst facilitates the given reaction. Reactant: [NH2:1][C:2]1[N:10]=[C:9]2[C:5]([N:6]=[CH:7][N:8]2[C@@H:11]2[O:17][C@H:16]([CH2:18][OH:19])[C@@H:14]([OH:15])[C@@:12]2([CH3:20])[OH:13])=[C:4]([O:21][CH3:22])[N:3]=1.C1C(=O)N([Br:30])C(=O)C1. Product: [NH2:1][C:2]1[N:10]=[C:9]2[C:5]([N:6]=[C:7]([Br:30])[N:8]2[C@H:11]2[C@:12]([CH3:20])([OH:13])[C@H:14]([OH:15])[C@@H:16]([CH2:18][OH:19])[O:17]2)=[C:4]([O:21][CH3:22])[N:3]=1. The catalyst class is: 5.